Dataset: Reaction yield outcomes from USPTO patents with 853,638 reactions. Task: Predict the reaction yield, written as a fraction of the theoretical maximum amount of product (1.0 means a 100% yield; for example, 0.34 means a 34% yield). (1) The reactants are Br[C:2]1[CH:3]=[C:4]2[CH:10]=[CH:9][N:8]([S:11]([C:14]3[CH:19]=[CH:18][C:17]([CH3:20])=[CH:16][CH:15]=3)(=[O:13])=[O:12])[C:5]2=[N:6][CH:7]=1.[CH2:21](OB(C=C)OCCCC)[CH2:22]CC.C(=O)([O-])[O-].[K+].[K+].O. The catalyst is COCCOC.C1C=CC([P]([Pd]([P](C2C=CC=CC=2)(C2C=CC=CC=2)C2C=CC=CC=2)([P](C2C=CC=CC=2)(C2C=CC=CC=2)C2C=CC=CC=2)[P](C2C=CC=CC=2)(C2C=CC=CC=2)C2C=CC=CC=2)(C2C=CC=CC=2)C2C=CC=CC=2)=CC=1. The product is [C:17]1([CH3:20])[CH:18]=[CH:19][C:14]([S:11]([N:8]2[C:5]3=[N:6][CH:7]=[C:2]([CH:21]=[CH2:22])[CH:3]=[C:4]3[CH:10]=[CH:9]2)(=[O:13])=[O:12])=[CH:15][CH:16]=1. The yield is 0.850. (2) The reactants are [NH2:1][C:2]1[CH:11]=[C:10]([O:12][CH3:13])[C:9]([O:14][CH2:15][CH2:16][O:17][CH3:18])=[CH:8][C:3]=1[C:4](OC)=[O:5].CC(O)=O.[CH:23]([NH2:25])=O. No catalyst specified. The product is [CH3:13][O:12][C:10]1[CH:11]=[C:2]2[C:3]([C:4](=[O:5])[NH:25][CH:23]=[N:1]2)=[CH:8][C:9]=1[O:14][CH2:15][CH2:16][O:17][CH3:18]. The yield is 0.690. (3) The reactants are [CH3:1][N:2]([CH3:6])[CH2:3][CH2:4][NH2:5].[CH3:7][C@@H:8]1[CH2:30][C:29]2[C:31](=[O:32])[C:24](=[C:25]([C:35]3[CH:40]=[CH:39][C:38]([F:41])=[CH:37][CH:36]=3)[C:26]([C:28]=2OC)=[O:27])[NH:23][C:21](=[O:22])[C:20]([CH3:42])=[CH:19][CH:18]=[CH:17][C@H:16]([O:43][CH3:44])[C@@H:15]([O:45][C:46]([NH2:48])=[O:47])[C:14]([CH3:49])=[CH:13][C@H:12]([CH3:50])[C@@H:11]([OH:51])[C@@H:10]([O:52][CH3:53])[CH2:9]1. The catalyst is C1COCC1. The product is [C:46](=[O:47])([O:45][C@@H:15]1[C@@H:16]([O:43][CH3:44])[CH:17]=[CH:18][CH:19]=[C:20]([CH3:42])[C:21](=[O:22])[NH:23][C:24]2[C:31](=[O:32])[C:29]([CH2:30][C@@H:8]([CH3:7])[CH2:9][C@H:10]([O:52][CH3:53])[C@H:11]([OH:51])[C@@H:12]([CH3:50])[CH:13]=[C:14]1[CH3:49])=[C:28]([NH:5][CH2:4][CH2:3][N:2]([CH3:6])[CH3:1])[C:26](=[O:27])[C:25]=2[C:35]1[CH:36]=[CH:37][C:38]([F:41])=[CH:39][CH:40]=1)[NH2:48]. The yield is 0.750. (4) The yield is 0.800. The product is [C:1]([C:5]1[NH:6][C:7]2[C:12]([CH:13]=1)=[CH:11][CH:10]=[C:9]([N+:14]([O-:16])=[O:15])[CH:8]=2)([CH3:4])([CH3:2])[CH3:3]. The reactants are [C:1]([CH:5]1[CH2:13][C:12]2[C:7](=[CH:8][C:9]([N+:14]([O-:16])=[O:15])=[CH:10][CH:11]=2)[NH:6]1)([CH3:4])([CH3:3])[CH3:2].C(C1C(=O)C(Cl)=C(Cl)C(=O)C=1C#N)#N. The catalyst is O1CCOCC1. (5) The reactants are C([O-])(O)=O.[Na+].C([O-])(=O)C.[C:10]([C:12]1[CH:17]=[CH:16][C:15]([N:18]2[C:22]([C:23]3[CH:24]=[C:25]([C:41]([NH:43][CH2:44][CH2:45][CH2:46][N+:47]([CH3:50])([CH3:49])[CH3:48])=[O:42])[C:26](=[O:40])[N:27]([C:30]4[CH:35]=[CH:34][CH:33]=[C:32]([C:36]([F:39])([F:38])[F:37])[CH:31]=4)[C:28]=3[CH3:29])=[CH:21][CH:20]=[N:19]2)=[CH:14][CH:13]=1)#[N:11].[C:51]1([S:57]([OH:60])(=[O:59])=[O:58])[CH:56]=[CH:55][CH:54]=[CH:53][CH:52]=1.C(OCC)C. The catalyst is CO. The product is [C:51]1([S:57]([O-:60])(=[O:59])=[O:58])[CH:56]=[CH:55][CH:54]=[CH:53][CH:52]=1.[C:10]([C:12]1[CH:13]=[CH:14][C:15]([N:18]2[C:22]([C:23]3[CH:24]=[C:25]([C:41]([NH:43][CH2:44][CH2:45][CH2:46][N+:47]([CH3:49])([CH3:48])[CH3:50])=[O:42])[C:26](=[O:40])[N:27]([C:30]4[CH:35]=[CH:34][CH:33]=[C:32]([C:36]([F:39])([F:38])[F:37])[CH:31]=4)[C:28]=3[CH3:29])=[CH:21][CH:20]=[N:19]2)=[CH:16][CH:17]=1)#[N:11]. The yield is 0.860. (6) The reactants are C([O:8][C:9]1[CH:26]=[CH:25][C:24]2[C:23]3[C@H:14]([C@H:15]4[C@@:19]([CH2:21][C:22]=3[CH2:27][CH:28]=[CH:29][CH2:30][CH2:31][CH2:32][CH2:33][CH2:34][CH2:35][CH:36]([CH2:42][CH2:43][C:44]([F:56])([F:55])[C:45]([F:54])([F:53])[C:46]([F:52])([F:51])[C:47]([F:50])([F:49])[F:48])[C:37]([O:39][CH2:40][CH3:41])=[O:38])([CH3:20])[C@@H:18]([O:57]CC3C=CC=CC=3)[CH2:17][CH2:16]4)[CH2:13][CH2:12][C:11]=2[CH:10]=1)C1C=CC=CC=1. The catalyst is CO.O1CCCC1.[OH-].[OH-].[Pd+2]. The product is [OH:8][C:9]1[CH:26]=[CH:25][C:24]2[C@@H:23]3[C@H:14]([C@H:15]4[C@@:19]([CH2:21][C@@H:22]3[CH2:27][CH2:28][CH2:29][CH2:30][CH2:31][CH2:32][CH2:33][CH2:34][CH2:35][CH:36]([CH2:42][CH2:43][C:44]([F:55])([F:56])[C:45]([F:53])([F:54])[C:46]([F:51])([F:52])[C:47]([F:48])([F:49])[F:50])[C:37]([O:39][CH2:40][CH3:41])=[O:38])([CH3:20])[C@@H:18]([OH:57])[CH2:17][CH2:16]4)[CH2:13][CH2:12][C:11]=2[CH:10]=1. The yield is 0.710. (7) The reactants are [C:1]([O:5][C:6]([C:8]1[CH:9]=[C:10]([C:14]2[C:19]([CH3:20])=[CH:18][CH:17]=[CH:16][N+:15]=2[O-])[CH:11]=[CH:12][CH:13]=1)=[O:7])([CH3:4])([CH3:3])[CH3:2].[N:22]1C=CC=CC=1.CS(OS(C)(=O)=O)(=O)=O.C(CN)O. The catalyst is C(#N)C.O. The product is [C:1]([O:5][C:6](=[O:7])[C:8]1[CH:13]=[CH:12][CH:11]=[C:10]([C:14]2[C:19]([CH3:20])=[CH:18][CH:17]=[C:16]([NH2:22])[N:15]=2)[CH:9]=1)([CH3:4])([CH3:3])[CH3:2]. The yield is 0.530.